Dataset: Full USPTO retrosynthesis dataset with 1.9M reactions from patents (1976-2016). Task: Predict the reactants needed to synthesize the given product. (1) Given the product [NH:1]([C:11]([O:13][CH2:14][C:15]1[CH:16]=[CH:17][CH:18]=[CH:19][CH:20]=1)=[O:12])[C@@H:2]([C:4]([NH:6][CH2:7][C:8]([NH2:10])=[O:9])=[O:5])[CH2:3][C:35]1[CH:40]=[CH:39][CH:38]=[CH:37][CH:36]=1, predict the reactants needed to synthesize it. The reactants are: [NH:1]([C:11]([O:13][CH2:14][C:15]1[CH:20]=[CH:19][CH:18]=[CH:17][CH:16]=1)=[O:12])[C@@H:2]([C:4]([NH:6][CH2:7][C:8]([NH2:10])=[O:9])=[O:5])[CH3:3].N(C(OC[C:35]1[CH:40]=[CH:39][CH:38]=[CH:37][CH:36]=1)=O)[C@H](C(NCC(N)=O)=O)C. (2) Given the product [CH3:37][O:17][C:16](=[O:18])[CH2:15][O:14][C:12]1[CH:11]=[CH:10][CH:9]=[C:8]2[C:13]=1[C:5]([C:3](=[O:4])[C:2]([NH2:1])=[O:33])=[C:6]([CH3:32])[N:7]2[CH2:19][C:20]1[CH:25]=[CH:24][CH:23]=[CH:22][C:21]=1[C:26]1[CH:27]=[CH:28][CH:29]=[CH:30][CH:31]=1, predict the reactants needed to synthesize it. The reactants are: [NH2:1][C:2](=[O:33])[C:3]([C:5]1[C:13]2[C:8](=[CH:9][CH:10]=[CH:11][C:12]=2[O:14][CH2:15][C:16]([OH:18])=[O:17])[N:7]([CH2:19][C:20]2[CH:25]=[CH:24][CH:23]=[CH:22][C:21]=2[C:26]2[CH:31]=[CH:30][CH:29]=[CH:28][CH:27]=2)[C:6]=1[CH3:32])=[O:4].O.[OH-].[Li+].[CH2:37]1COCC1. (3) Given the product [Cl:56][C:57]1[CH:68]=[CH:67][C:60]2[NH:61][C:62]([CH:64]([NH:28][C:18](=[O:20])[C:17]3[CH:21]=[CH:22][C:14]([N:8]4[C:9]5[CH2:13][CH2:12][CH2:11][C:10]=5[C:6]([C:4]([O:3][CH2:1][CH3:2])=[O:5])=[N:7]4)=[C:15]([C:23]([F:24])([F:25])[F:26])[CH:16]=3)[CH3:65])=[N:63][C:59]=2[CH:58]=1, predict the reactants needed to synthesize it. The reactants are: [CH2:1]([O:3][C:4]([C:6]1[C:10]2[CH2:11][CH2:12][CH2:13][C:9]=2[N:8]([C:14]2[CH:22]=[CH:21][C:17]([C:18]([OH:20])=O)=[CH:16][C:15]=2[C:23]([F:26])([F:25])[F:24])[N:7]=1)=[O:5])[CH3:2].C[N:28](C(ON1N=NC2C=CC=CC1=2)=[N+](C)C)C.[B-](F)(F)(F)F.C(N(CC)CC)C.[Cl:56][C:57]1[CH:68]=[CH:67][C:60]2[NH:61][C:62]([CH2:64][CH2:65]N)=[N:63][C:59]=2[CH:58]=1.